From a dataset of Reaction yield outcomes from USPTO patents with 853,638 reactions. Predict the reaction yield, written as a fraction of the theoretical maximum amount of product (1.0 means a 100% yield; for example, 0.34 means a 34% yield). (1) The reactants are [NH2:1][C:2]1[CH:7]=[C:6]([OH:8])[CH:5]=[CH:4][N:3]=1.C1CCN2C(=NCCC2)CC1.F[C:21]1[C:30]2[C:25](=[CH:26][CH:27]=[CH:28][CH:29]=2)[C:24]([N+:31]([O-:33])=[O:32])=[CH:23][CH:22]=1. The catalyst is C(#N)C. The product is [N+:31]([C:24]1[C:25]2[C:30](=[CH:29][CH:28]=[CH:27][CH:26]=2)[C:21]([O:8][C:6]2[CH:5]=[CH:4][N:3]=[C:2]([NH2:1])[CH:7]=2)=[CH:22][CH:23]=1)([O-:33])=[O:32]. The yield is 0.700. (2) The reactants are [CH:1]1([NH:4][C:5]([NH:7][C:8]2[CH:13]=[CH:12][C:11]([C:14]3[N:15]=[C:16]([N:24]4[CH2:29][CH2:28][O:27][CH2:26][C@@H:25]4[CH3:30])[C:17]4[CH2:23][CH2:22][NH:21][CH2:20][C:18]=4[N:19]=3)=[CH:10][CH:9]=2)=[O:6])[CH2:3][CH2:2]1.[CH2:31]([N:33]=[C:34]=[O:35])[CH3:32]. The catalyst is C(Cl)Cl. The product is [CH:1]1([NH:4][C:5](=[O:6])[NH:7][C:8]2[CH:9]=[CH:10][C:11]([C:14]3[N:15]=[C:16]([N:24]4[CH2:29][CH2:28][O:27][CH2:26][C@@H:25]4[CH3:30])[C:17]4[CH2:23][CH2:22][N:21]([C:34]([NH:33][CH2:31][CH3:32])=[O:35])[CH2:20][C:18]=4[N:19]=3)=[CH:12][CH:13]=2)[CH2:2][CH2:3]1. The yield is 0.330. (3) The reactants are [C:1]([O:4][C:5]1[CH:10]=[CH:9][C:8]([CH2:11][OH:12])=[CH:7][CH:6]=1)(=[O:3])[CH3:2].[CH2:13]([CH2:15][NH2:16])[OH:14].C(N(CC)CC)C.[C:24](OCC)(=[O:26])C. The catalyst is C(Cl)Cl. The product is [OH:14][CH2:13][CH2:15][NH:16][C:24](=[O:26])[O:12][CH2:11][C:8]1[CH:9]=[CH:10][C:5]([O:4][C:1](=[O:3])[CH3:2])=[CH:6][CH:7]=1. The yield is 0.760. (4) The product is [CH2:1]([O:3][C:4]1[C:5]([C:20]2[CH:25]=[CH:24][C:23]([CH2:26][C:27]([NH:29][C:30]3[CH:34]=[C:33]([C:35]([CH3:41])([CH3:40])[C:36]([F:39])([F:37])[F:38])[O:32][N:31]=3)=[O:28])=[C:22]([F:42])[CH:21]=2)=[CH:6][NH:7][C:8](=[O:10])[CH:9]=1)[CH3:2]. The reactants are [CH2:1]([O:3][C:4]1[CH:9]=[C:8]([O:10]CC2C=CC(OC)=CC=2)[N:7]=[CH:6][C:5]=1[C:20]1[CH:25]=[CH:24][C:23]([CH2:26][C:27]([NH:29][C:30]2[CH:34]=[C:33]([C:35]([CH3:41])([CH3:40])[C:36]([F:39])([F:38])[F:37])[O:32][N:31]=2)=[O:28])=[C:22]([F:42])[CH:21]=1)[CH3:2].C(O)(C(F)(F)F)=O. The catalyst is C(Cl)Cl. The yield is 0.770.